From a dataset of Catalyst prediction with 721,799 reactions and 888 catalyst types from USPTO. Predict which catalyst facilitates the given reaction. (1) Reactant: C[O:2][C:3]([C:5]1[CH:10]=[CH:9][C:8]([O:11][CH2:12][C:13]#[C:14][CH3:15])=[CH:7][N:6]=1)=[O:4].[Li+].[OH-].Cl. Product: [CH2:12]([O:11][C:8]1[CH:9]=[CH:10][C:5]([C:3]([OH:4])=[O:2])=[N:6][CH:7]=1)[C:13]#[C:14][CH3:15]. The catalyst class is: 20. (2) Reactant: [CH3:1][S:2]([NH2:5])(=[O:4])=[O:3].[H-].[Na+].Cl[CH2:9][CH2:10][C:11]([C:13]1[CH:18]=[CH:17][CH:16]=[CH:15][CH:14]=1)=[O:12].O. Product: [CH3:1][S:2]([NH:5][CH2:9][CH2:10][C:11]([C:13]1[CH:18]=[CH:17][CH:16]=[CH:15][CH:14]=1)=[O:12])(=[O:4])=[O:3]. The catalyst class is: 3.